This data is from Full USPTO retrosynthesis dataset with 1.9M reactions from patents (1976-2016). The task is: Predict the reactants needed to synthesize the given product. (1) Given the product [Cl:17][C:18]1[CH:23]=[CH:22][C:21]([C:12]2([OH:16])[C:10]3[CH:11]=[C:7]([C:4]4[CH:5]=[CH:6][N:1]=[CH:2][CH:3]=4)[S:8][C:9]=3[CH2:15][CH2:14][CH2:13]2)=[CH:20][CH:19]=1, predict the reactants needed to synthesize it. The reactants are: [N:1]1[CH:6]=[CH:5][C:4]([C:7]2[S:8][C:9]3[CH2:15][CH2:14][CH2:13][C:12](=[O:16])[C:10]=3[CH:11]=2)=[CH:3][CH:2]=1.[Cl:17][C:18]1[CH:23]=[CH:22][C:21]([Mg]Br)=[CH:20][CH:19]=1.CCOCC.[NH4+].[Cl-]. (2) Given the product [CH2:14]([C:13]([C:10]1[CH:11]=[CH:12][C:7]([OH:6])=[C:8]([CH3:34])[CH:9]=1)([C:18]1[CH:23]=[CH:22][C:21]([C:24]#[C:25][CH:26]([C:28]2([CH2:31][CH3:32])[CH2:29][CH2:30]2)[OH:27])=[C:20]([CH3:33])[CH:19]=1)[CH2:16][CH3:17])[CH3:15], predict the reactants needed to synthesize it. The reactants are: C([Si](C)(C)[O:6][C:7]1[CH:12]=[CH:11][C:10]([C:13]([C:18]2[CH:23]=[CH:22][C:21]([C:24]#[C:25][CH:26]([C:28]3([CH2:31][CH3:32])[CH2:30][CH2:29]3)[OH:27])=[C:20]([CH3:33])[CH:19]=2)([CH2:16][CH3:17])[CH2:14][CH3:15])=[CH:9][C:8]=1[CH3:34])(C)(C)C.[F-].C([N+](CCCC)(CCCC)CCCC)CCC.